From a dataset of Forward reaction prediction with 1.9M reactions from USPTO patents (1976-2016). Predict the product of the given reaction. Given the reactants Cl[C:2]1[C:11]2[C:6](=[CH:7][CH:8]=[CH:9][CH:10]=2)[N:5]=[CH:4][C:3]=1[N+:12]([O-:14])=[O:13].C(N(CC)CC)C.[NH2:22][CH2:23][CH2:24][CH2:25][CH2:26][OH:27].O, predict the reaction product. The product is: [N+:12]([C:3]1[C:4]([NH:22][CH2:23][CH2:24][CH2:25][CH2:26][OH:27])=[N:5][C:6]2[C:11]([CH:2]=1)=[CH:10][CH:9]=[CH:8][CH:7]=2)([O-:14])=[O:13].